From a dataset of Full USPTO retrosynthesis dataset with 1.9M reactions from patents (1976-2016). Predict the reactants needed to synthesize the given product. (1) Given the product [CH3:25][N:17]([CH2:16][C:4]1[S:5][C:6]([S:7]([C:10]2[CH:15]=[CH:14][CH:13]=[CH:12][CH:11]=2)(=[O:9])=[O:8])=[C:2]([C:29]2[CH:30]=[CH:31][CH:32]=[CH:33][C:28]=2[CH3:27])[C:3]=1[CH3:26])[C:18](=[O:24])[O:19][C:20]([CH3:23])([CH3:22])[CH3:21], predict the reactants needed to synthesize it. The reactants are: Br[C:2]1[C:3]([CH3:26])=[C:4]([CH2:16][N:17]([CH3:25])[C:18](=[O:24])[O:19][C:20]([CH3:23])([CH3:22])[CH3:21])[S:5][C:6]=1[S:7]([C:10]1[CH:15]=[CH:14][CH:13]=[CH:12][CH:11]=1)(=[O:9])=[O:8].[CH3:27][C:28]1[CH:33]=[CH:32][CH:31]=[CH:30][C:29]=1B(O)O.C(=O)([O-])[O-].[Na+].[Na+].COCCOC. (2) Given the product [NH2:1][C:2]1[N:7]=[C:6]([Cl:14])[C:5]([N+:9]([O-:11])=[O:10])=[CH:4][N:3]=1, predict the reactants needed to synthesize it. The reactants are: [NH2:1][C:2]1[N:7]=[C:6](O)[C:5]([N+:9]([O-:11])=[O:10])=[CH:4][N:3]=1.P(Cl)(Cl)([Cl:14])=O. (3) Given the product [Br:1][CH2:2][CH:3]([O:6][CH2:7][O:8][CH3:9])[CH2:4][Br:5], predict the reactants needed to synthesize it. The reactants are: [Br:1][CH2:2][CH:3]([OH:6])[CH2:4][Br:5].[CH3:7][O:8][CH2:9]OC. (4) Given the product [NH2:17][C:16]1[NH:18][C:4](=[O:3])[CH:5]=[C:6]([CH:8]2[CH2:12][CH2:11][CH2:10][CH2:9]2)[N:15]=1, predict the reactants needed to synthesize it. The reactants are: C([O:3][C:4](=O)[CH2:5][C:6]([CH:8]1[CH2:12][CH2:11][CH2:10][CH2:9]1)=O)C.Cl.[NH2:15][C:16]([NH2:18])=[NH:17].CC(C)([O-])C.[K+]. (5) Given the product [CH:1]1([NH:4][C:5]2[C:10]([C:11]([NH2:13])=[O:12])=[CH:9][N:8]=[C:7]([NH:14][C:15]3[CH:20]=[CH:19][C:18]([CH:21]4[CH2:22][CH2:23][N:24]([S:27]([CH:30]([CH3:32])[CH3:31])(=[O:28])=[O:29])[CH2:25][CH2:26]4)=[CH:17][CH:16]=3)[N:6]=2)[CH2:2][CH2:3]1, predict the reactants needed to synthesize it. The reactants are: [CH:1]1([NH:4][C:5]2[C:10]([C:11]([NH2:13])=[O:12])=[CH:9][N:8]=[C:7]([NH:14][C:15]3[CH:20]=[CH:19][C:18]([CH:21]4[CH2:26][CH2:25][N:24]([S:27]([CH2:30][CH3:31])(=[O:29])=[O:28])[CH2:23][CH2:22]4)=[CH:17][CH:16]=3)[N:6]=2)[CH2:3][CH2:2]1.[CH3:32]C(S(Cl)(=O)=O)C. (6) Given the product [ClH:33].[NH2:7][CH2:8][CH2:9][NH:10][C:11](=[O:37])[C:12]1[CH:13]=[CH:14][C:15]([S:18](=[O:35])(=[O:36])[NH:19][C:20]2[CH:25]=[CH:24][CH:23]=[CH:22][C:21]=2[O:26][C:27]2[CH:32]=[CH:31][C:30]([Cl:33])=[CH:29][C:28]=2[Cl:34])=[CH:16][CH:17]=1, predict the reactants needed to synthesize it. The reactants are: C(OC(=O)[NH:7][CH2:8][CH2:9][NH:10][C:11](=[O:37])[C:12]1[CH:17]=[CH:16][C:15]([S:18](=[O:36])(=[O:35])[NH:19][C:20]2[CH:25]=[CH:24][CH:23]=[CH:22][C:21]=2[O:26][C:27]2[CH:32]=[CH:31][C:30]([Cl:33])=[CH:29][C:28]=2[Cl:34])=[CH:14][CH:13]=1)(C)(C)C.